From a dataset of Full USPTO retrosynthesis dataset with 1.9M reactions from patents (1976-2016). Predict the reactants needed to synthesize the given product. Given the product [Cl:34][C:27]1[CH:26]=[C:25]([C:2]2[CH:3]=[CH:4][C:5](=[O:23])[N:6]([CH2:8][CH2:9][O:10][C:11]3[C:20]4[C:15](=[CH:16][C:17]([O:21][CH3:22])=[CH:18][CH:19]=4)[N:14]=[CH:13][CH:12]=3)[N:7]=2)[CH:33]=[CH:32][C:28]=1[C:29]([OH:31])=[O:30], predict the reactants needed to synthesize it. The reactants are: Cl[C:2]1[CH:3]=[CH:4][C:5](=[O:23])[N:6]([CH2:8][CH2:9][O:10][C:11]2[C:20]3[C:15](=[CH:16][C:17]([O:21][CH3:22])=[CH:18][CH:19]=3)[N:14]=[CH:13][CH:12]=2)[N:7]=1.Br[C:25]1[CH:33]=[CH:32][C:28]([C:29]([OH:31])=[O:30])=[C:27]([Cl:34])[CH:26]=1.C([O-])([O-])=O.[Na+].[Na+].ClCCl.